From a dataset of Forward reaction prediction with 1.9M reactions from USPTO patents (1976-2016). Predict the product of the given reaction. (1) The product is: [Br:11][C:8]1[CH:9]=[CH:10][C:5]([C:3]2[N:29]=[C:27]([NH:26][C:17]3[CH:18]=[C:19]([S:22]([NH2:25])(=[O:23])=[O:24])[CH:20]=[CH:21][C:16]=3[O:15][CH:12]([CH3:13])[CH3:14])[S:28][CH:2]=2)=[CH:6][CH:7]=1. Given the reactants Br[CH2:2][C:3]([C:5]1[CH:10]=[CH:9][C:8]([Br:11])=[CH:7][CH:6]=1)=O.[CH:12]([O:15][C:16]1[CH:21]=[CH:20][C:19]([S:22]([NH2:25])(=[O:24])=[O:23])=[CH:18][C:17]=1[NH:26][C:27]([NH2:29])=[S:28])([CH3:14])[CH3:13], predict the reaction product. (2) Given the reactants [O:1]1[CH:6]([C:7]([N:9]2[CH2:14][CH2:13][NH:12][CH2:11][CH2:10]2)=[O:8])[CH2:5][O:4][C:3]2[CH:15]=[CH:16][CH:17]=[CH:18][C:2]1=2.F[C:20]1[CH:27]=[CH:26][C:25]([F:28])=[CH:24][C:21]=1[CH:22]=[O:23].C([O-])([O-])=O.[K+].[K+], predict the reaction product. The product is: [O:1]1[CH:6]([C:7]([N:9]2[CH2:10][CH2:11][N:12]([C:20]3[CH:27]=[CH:26][C:25]([F:28])=[CH:24][C:21]=3[CH:22]=[O:23])[CH2:13][CH2:14]2)=[O:8])[CH2:5][O:4][C:3]2[CH:15]=[CH:16][CH:17]=[CH:18][C:2]1=2. (3) The product is: [NH2:1][C:2]1[N:7]2[CH:8]=[CH:9][N:10]=[C:6]2[C:5]([C:11]([NH:13][CH2:14][CH:15]2[CH2:16][CH2:17][N:18]([CH2:21][CH2:22][CH2:23][CH3:24])[CH2:19][CH2:20]2)=[O:12])=[CH:4][CH:3]=1. Given the reactants [NH2:1][C:2]1[N:7]2[CH:8]=[CH:9][N:10]=[C:6]2[C:5]([C:11]([NH:13][CH2:14][CH:15]2[CH2:20][CH2:19][N:18]([CH2:21][CH2:22][CH2:23][CH3:24])[CH2:17][CH2:16]2)=[O:12])=[CH:4][C:3]=1Cl.C([O-])=O.[NH4+], predict the reaction product.